This data is from Catalyst prediction with 721,799 reactions and 888 catalyst types from USPTO. The task is: Predict which catalyst facilitates the given reaction. (1) Reactant: [CH3:1][O:2][C:3]1[CH:8]=[CH:7][C:6]([NH:9][C:10]2[CH:15]=[CH:14][CH:13]=[CH:12][C:11]=2[NH:16][C:17]([C:19]2[S:20][CH:21]=[CH:22][C:23]=2[Br:24])=O)=[CH:5][CH:4]=1.C([O-])(O)=O.[Na+]. The catalyst class is: 52. Product: [Br:24][C:23]1[CH:22]=[CH:21][S:20][C:19]=1[C:17]1[N:9]([C:6]2[CH:7]=[CH:8][C:3]([O:2][CH3:1])=[CH:4][CH:5]=2)[C:10]2[CH:15]=[CH:14][CH:13]=[CH:12][C:11]=2[N:16]=1. (2) The catalyst class is: 1. Reactant: [NH2:1][CH2:2][CH2:3][CH2:4][C:5]1[N:9]([C:10]2[CH:15]=[CH:14][C:13]([C:16]([NH:18][CH2:19][CH3:20])=[O:17])=[CH:12][CH:11]=2)[N:8]=[N:7][C:6]=1[C:21]([NH:23][CH:24]1[CH2:26][CH2:25]1)=[O:22].[Cl:27][CH2:28][CH2:29][N:30]=[C:31]=[O:32]. Product: [Cl:27][CH2:28][CH2:29][NH:30][C:31]([NH:1][CH2:2][CH2:3][CH2:4][C:5]1[N:9]([C:10]2[CH:11]=[CH:12][C:13]([C:16]([NH:18][CH2:19][CH3:20])=[O:17])=[CH:14][CH:15]=2)[N:8]=[N:7][C:6]=1[C:21]([NH:23][CH:24]1[CH2:26][CH2:25]1)=[O:22])=[O:32]. (3) Reactant: N12CCCN=C1CCCCC2.[F:12][C:13]([F:27])([F:26])[C:14]1[CH:19]=[CH:18][N:17]=[C:16]([C:20]2[NH:21][O:22][C:23](=[O:25])[N:24]=2)[CH:15]=1.[N:28]1([C:33](Cl)=[O:34])[CH2:32][CH2:31][CH2:30][CH2:29]1. Product: [N:28]1([C:33]([N:24]2[C:23](=[O:25])[O:22][N:21]=[C:20]2[C:16]2[CH:15]=[C:14]([C:13]([F:12])([F:26])[F:27])[CH:19]=[CH:18][N:17]=2)=[O:34])[CH2:32][CH2:31][CH2:30][CH2:29]1. The catalyst class is: 17. (4) Reactant: S([N:11]1[C:19]2[CH:18]=[CH:17][N:16]=[CH:15][C:14]=2[CH:13]=[C:12]1[C:20]([O:22][CH2:23]C)=[O:21])(C1C=CC(C)=CC=1)(=O)=O.C([O-])([O-])=O.[Cs+].[Cs+]. Product: [NH:11]1[C:15]2[N:16]=[CH:17][CH:18]=[CH:19][C:14]=2[CH:13]=[C:12]1[C:20]([O:22][CH3:23])=[O:21]. The catalyst class is: 92. (5) Reactant: Br[CH2:2][CH2:3][S:4]([CH2:7][CH2:8][C:9]([O:11]C)=[O:10])(=[O:6])=[O:5].[OH-].[Na+].Cl. Product: [CH:3]([S:4]([CH2:7][CH2:8][C:9]([OH:11])=[O:10])(=[O:6])=[O:5])=[CH2:2]. The catalyst class is: 1.